Task: Regression. Given two drug SMILES strings and cell line genomic features, predict the synergy score measuring deviation from expected non-interaction effect.. Dataset: NCI-60 drug combinations with 297,098 pairs across 59 cell lines (1) Cell line: MCF7. Drug 1: C1CN1C2=NC(=NC(=N2)N3CC3)N4CC4. Synergy scores: CSS=41.4, Synergy_ZIP=-6.67, Synergy_Bliss=-7.24, Synergy_Loewe=-0.126, Synergy_HSA=0.846. Drug 2: CC1C(C(CC(O1)OC2CC(CC3=C2C(=C4C(=C3O)C(=O)C5=CC=CC=C5C4=O)O)(C(=O)C)O)N)O. (2) Drug 1: C1CCN(CC1)CCOC2=CC=C(C=C2)C(=O)C3=C(SC4=C3C=CC(=C4)O)C5=CC=C(C=C5)O. Drug 2: CS(=O)(=O)CCNCC1=CC=C(O1)C2=CC3=C(C=C2)N=CN=C3NC4=CC(=C(C=C4)OCC5=CC(=CC=C5)F)Cl. Cell line: RXF 393. Synergy scores: CSS=-9.45, Synergy_ZIP=1.37, Synergy_Bliss=-5.03, Synergy_Loewe=-11.5, Synergy_HSA=-12.3. (3) Drug 1: CC12CCC(CC1=CCC3C2CCC4(C3CC=C4C5=CN=CC=C5)C)O. Drug 2: CS(=O)(=O)CCNCC1=CC=C(O1)C2=CC3=C(C=C2)N=CN=C3NC4=CC(=C(C=C4)OCC5=CC(=CC=C5)F)Cl. Cell line: M14. Synergy scores: CSS=-6.57, Synergy_ZIP=0.953, Synergy_Bliss=-2.30, Synergy_Loewe=-6.31, Synergy_HSA=-5.72. (4) Cell line: NCI-H226. Drug 1: CN1CCC(CC1)COC2=C(C=C3C(=C2)N=CN=C3NC4=C(C=C(C=C4)Br)F)OC. Synergy scores: CSS=3.96, Synergy_ZIP=-4.22, Synergy_Bliss=2.91, Synergy_Loewe=2.06, Synergy_HSA=3.66. Drug 2: CS(=O)(=O)C1=CC(=C(C=C1)C(=O)NC2=CC(=C(C=C2)Cl)C3=CC=CC=N3)Cl. (5) Drug 1: CC1=C(C=C(C=C1)NC(=O)C2=CC=C(C=C2)CN3CCN(CC3)C)NC4=NC=CC(=N4)C5=CN=CC=C5. Drug 2: C1=NC(=NC(=O)N1C2C(C(C(O2)CO)O)O)N. Cell line: LOX IMVI. Synergy scores: CSS=21.0, Synergy_ZIP=-9.89, Synergy_Bliss=-9.34, Synergy_Loewe=-35.0, Synergy_HSA=-12.7. (6) Drug 1: CC1CCC2CC(C(=CC=CC=CC(CC(C(=O)C(C(C(=CC(C(=O)CC(OC(=O)C3CCCCN3C(=O)C(=O)C1(O2)O)C(C)CC4CCC(C(C4)OC)O)C)C)O)OC)C)C)C)OC. Drug 2: N.N.Cl[Pt+2]Cl. Cell line: IGROV1. Synergy scores: CSS=70.6, Synergy_ZIP=-6.40, Synergy_Bliss=-2.08, Synergy_Loewe=-2.41, Synergy_HSA=0.845. (7) Drug 1: CC(CN1CC(=O)NC(=O)C1)N2CC(=O)NC(=O)C2. Drug 2: CC(C)CN1C=NC2=C1C3=CC=CC=C3N=C2N. Cell line: SF-268. Synergy scores: CSS=9.67, Synergy_ZIP=-3.75, Synergy_Bliss=3.70, Synergy_Loewe=1.08, Synergy_HSA=1.25. (8) Drug 1: CC12CCC3C(C1CCC2=O)CC(=C)C4=CC(=O)C=CC34C. Drug 2: C1=NC2=C(N=C(N=C2N1C3C(C(C(O3)CO)O)F)Cl)N. Cell line: OVCAR-5. Synergy scores: CSS=40.3, Synergy_ZIP=-2.23, Synergy_Bliss=-1.08, Synergy_Loewe=-7.70, Synergy_HSA=0.361.